Dataset: Merck oncology drug combination screen with 23,052 pairs across 39 cell lines. Task: Regression. Given two drug SMILES strings and cell line genomic features, predict the synergy score measuring deviation from expected non-interaction effect. (1) Drug 1: O=C(NOCC(O)CO)c1ccc(F)c(F)c1Nc1ccc(I)cc1F. Drug 2: Cn1c(=O)n(-c2ccc(C(C)(C)C#N)cc2)c2c3cc(-c4cnc5ccccc5c4)ccc3ncc21. Cell line: DLD1. Synergy scores: synergy=41.2. (2) Drug 1: N#Cc1ccc(Cn2cncc2CN2CCN(c3cccc(Cl)c3)C(=O)C2)cc1. Drug 2: NC1CCCCC1N.O=C(O)C(=O)O.[Pt+2]. Cell line: A2780. Synergy scores: synergy=-1.62. (3) Drug 1: O=S1(=O)NC2(CN1CC(F)(F)F)C1CCC2Cc2cc(C=CCN3CCC(C(F)(F)F)CC3)ccc2C1. Drug 2: CC1(c2nc3c(C(N)=O)cccc3[nH]2)CCCN1. Cell line: SKOV3. Synergy scores: synergy=5.32.